Dataset: Reaction yield outcomes from USPTO patents with 853,638 reactions. Task: Predict the reaction yield, written as a fraction of the theoretical maximum amount of product (1.0 means a 100% yield; for example, 0.34 means a 34% yield). (1) The reactants are [Br:1][C:2]1[CH:7]=[CH:6][C:5]([S:8](Cl)(=[O:10])=[O:9])=[C:4]([F:12])[CH:3]=1.C[CH2:14][N:15](CC)[CH2:16]C.CNC.C1COCC1. The catalyst is ClCCl. The product is [Br:1][C:2]1[CH:7]=[CH:6][C:5]([S:8]([N:15]([CH3:16])[CH3:14])(=[O:10])=[O:9])=[C:4]([F:12])[CH:3]=1. The yield is 0.750. (2) The reactants are [C:1]([CH2:4][CH2:5][C:6]1[N:10]([CH2:11][C:12]2[CH:29]=[CH:28][C:15]3/[C:16](=[CH:25]/[C:26]#[N:27])/[C:17]4[CH:24]=[CH:23][CH:22]=[CH:21][C:18]=4[CH2:19][CH2:20][C:14]=3[CH:13]=2)[C:9]2[CH:30]=[C:31]([C:35]3[CH:40]=[CH:39][CH:38]=[CH:37][CH:36]=3)[CH:32]=[C:33]([CH3:34])[C:8]=2[N:7]=1)(O)=[O:2].[CH2:41]([N:43]=C=NCCCN(C)C)C.ON1C2C=CC=CC=2N=N1.CN.C(=O)([O-])O.[Na+]. The catalyst is CN(C=O)C.O. The product is [CH3:41][NH:43][C:1]([CH2:4][CH2:5][C:6]1[N:10]([CH2:11][C:12]2[CH:29]=[CH:28][C:15]3/[C:16](=[CH:25]/[C:26]#[N:27])/[C:17]4[CH:24]=[CH:23][CH:22]=[CH:21][C:18]=4[CH2:19][CH2:20][C:14]=3[CH:13]=2)[C:9]2[CH:30]=[C:31]([C:35]3[CH:36]=[CH:37][CH:38]=[CH:39][CH:40]=3)[CH:32]=[C:33]([CH3:34])[C:8]=2[N:7]=1)=[O:2]. The yield is 1.00. (3) The reactants are [NH2:1][C:2]1[CH:3]=[CH:4][C:5]([C:8]([O:10][CH3:11])=[O:9])=[N:6][CH:7]=1.C(=O)([O-])[O-].[Cs+].[Cs+].FC(F)(F)S(O[CH2:24][C:25]([F:28])([F:27])[F:26])(=O)=O. The catalyst is CN(C=O)C.CCOC(C)=O. The product is [CH3:11][O:10][C:8]([C:5]1[CH:4]=[CH:3][C:2]([NH:1][CH2:24][C:25]([F:28])([F:27])[F:26])=[CH:7][N:6]=1)=[O:9]. The yield is 0.240. (4) The reactants are Br[C:2]1[CH:3]=[C:4]2[C:9](=[N:10][CH:11]=1)[NH:8][C:7](=[O:12])[CH:6]([CH2:13][OH:14])[CH2:5]2.CCN(C(C)C)C(C)C.[C:24]([N:28]1[CH2:33][CH2:32][CH:31]([CH2:34][O:35][C:36]2[CH:41]=[CH:40][C:39]([F:42])=[CH:38][CH:37]=2)[CH2:30][CH2:29]1)(=[O:27])[CH:25]=[CH2:26].C1(C)C=CC=CC=1P(C1C=CC=CC=1C)C1C=CC=CC=1C. The catalyst is CN(C=O)C.C(#N)CC.C([O-])(=O)C.[Pd+2].C([O-])(=O)C. The product is [OH:14][CH2:13][CH:6]1[CH2:5][C:4]2[C:9](=[N:10][CH:11]=[C:2](/[CH:26]=[CH:25]/[C:24]([N:28]3[CH2:33][CH2:32][CH:31]([CH2:34][O:35][C:36]4[CH:41]=[CH:40][C:39]([F:42])=[CH:38][CH:37]=4)[CH2:30][CH2:29]3)=[O:27])[CH:3]=2)[NH:8][C:7]1=[O:12]. The yield is 0.0600. (5) The reactants are Cl[C:2]1[N:7]=[C:6]([C:8]2[N:12]3[CH:13]=[CH:14][CH:15]=[CH:16][C:11]3=[N:10][C:9]=2[C:17]2[CH:18]=[CH:19][C:20]([O:34][CH3:35])=[C:21]([CH:33]=2)[C:22]([NH:24][C:25]2[C:30]([F:31])=[CH:29][CH:28]=[CH:27][C:26]=2[F:32])=[O:23])[CH:5]=[CH:4][N:3]=1.[F:36][C:37]1[C:38]([CH2:46][CH2:47][N:48]2[CH2:53][CH2:52][O:51][CH2:50][CH2:49]2)=[CH:39][C:40]([O:44][CH3:45])=[C:41]([CH:43]=1)[NH2:42].C1(C)C=CC(S(O)(=O)=O)=CC=1.C[O-].[Na+]. The catalyst is C(Cl)Cl.CC(O)C. The product is [F:32][C:26]1[CH:27]=[CH:28][CH:29]=[C:30]([F:31])[C:25]=1[NH:24][C:22](=[O:23])[C:21]1[CH:33]=[C:17]([C:9]2[N:10]=[C:11]3[CH:16]=[CH:15][CH:14]=[CH:13][N:12]3[C:8]=2[C:6]2[CH:5]=[CH:4][N:3]=[C:2]([NH:42][C:41]3[CH:43]=[C:37]([F:36])[C:38]([CH2:46][CH2:47][N:48]4[CH2:53][CH2:52][O:51][CH2:50][CH2:49]4)=[CH:39][C:40]=3[O:44][CH3:45])[N:7]=2)[CH:18]=[CH:19][C:20]=1[O:34][CH3:35]. The yield is 0.470. (6) The reactants are [Cl:1][C:2]1[C:3]([O:12][C:13]2[CH:18]=[C:17]([O:19][CH2:20][CH2:21][O:22][CH3:23])[CH:16]=[CH:15][C:14]=2[CH2:24][OH:25])=[N:4][CH:5]=[C:6]([C:8]([F:11])([F:10])[F:9])[CH:7]=1.C(N(CC)C(C)C)(C)C.[Cl:35][C:36]1[CH:41]=[CH:40][C:39]([S:42]([N:45]=[C:46]=[O:47])(=[O:44])=[O:43])=[CH:38][CH:37]=1.[Cl-].[NH4+]. The catalyst is O1CCCC1.CN(C)C1C=CN=CC=1.C(OCC)(=O)C. The product is [Cl:35][C:36]1[CH:37]=[CH:38][C:39]([S:42]([NH:45][C:46](=[O:47])[O:25][CH2:24][C:14]2[CH:15]=[CH:16][C:17]([O:19][CH2:20][CH2:21][O:22][CH3:23])=[CH:18][C:13]=2[O:12][C:3]2[C:2]([Cl:1])=[CH:7][C:6]([C:8]([F:9])([F:11])[F:10])=[CH:5][N:4]=2)(=[O:43])=[O:44])=[CH:40][CH:41]=1. The yield is 0.160. (7) The reactants are Br[C:2]1[CH:3]=[C:4]2[C:9](=[C:10]([F:12])[CH:11]=1)[N:8]([CH2:13][CH3:14])[C:7](=[O:15])[N:6]([CH2:16][CH3:17])[C:5]2=[O:18].[C:19](=[NH:32])([C:26]1[CH:31]=[CH:30][CH:29]=[CH:28][CH:27]=1)[C:20]1[CH:25]=[CH:24][CH:23]=[CH:22][CH:21]=1.CC(C1C=C(C(C)C)C(C2C=CC=CC=2P(C2CCCCC2)C2CCCCC2)=C(C(C)C)C=1)C.C(=O)([O-])[O-].[Cs+].[Cs+]. The catalyst is CN(C=O)C.C1C=CC(/C=C/C(/C=C/C2C=CC=CC=2)=O)=CC=1.C1C=CC(/C=C/C(/C=C/C2C=CC=CC=2)=O)=CC=1.C1C=CC(/C=C/C(/C=C/C2C=CC=CC=2)=O)=CC=1.[Pd].[Pd].C(OCC)(=O)C. The product is [C:19](=[N:32][C:2]1[CH:3]=[C:4]2[C:9](=[C:10]([F:12])[CH:11]=1)[N:8]([CH2:13][CH3:14])[C:7](=[O:15])[N:6]([CH2:16][CH3:17])[C:5]2=[O:18])([C:26]1[CH:27]=[CH:28][CH:29]=[CH:30][CH:31]=1)[C:20]1[CH:25]=[CH:24][CH:23]=[CH:22][CH:21]=1. The yield is 1.00.